This data is from Catalyst prediction with 721,799 reactions and 888 catalyst types from USPTO. The task is: Predict which catalyst facilitates the given reaction. (1) Reactant: [CH:1]1([N:4]([CH2:29][C:30]2[CH:35]=[C:34]([CH2:36][CH2:37][CH2:38][O:39][CH3:40])[CH:33]=[C:32]([O:41][CH2:42][CH2:43][O:44][CH3:45])[CH:31]=2)[C:5]([C@@H:7]2[C@:12]([C:14]3[CH:19]=[CH:18][C:17]([F:20])=[C:16]([F:21])[CH:15]=3)([OH:13])[CH2:11][CH2:10][N:9]([C:22]([O:24][C:25]([CH3:28])([CH3:27])[CH3:26])=[O:23])[CH2:8]2)=[O:6])[CH2:3][CH2:2]1.[H-].[Na+].[CH2:48](Br)[C:49]#[CH:50]. Product: [CH:1]1([N:4]([CH2:29][C:30]2[CH:35]=[C:34]([CH2:36][CH2:37][CH2:38][O:39][CH3:40])[CH:33]=[C:32]([O:41][CH2:42][CH2:43][O:44][CH3:45])[CH:31]=2)[C:5]([C@@H:7]2[C@:12]([C:14]3[CH:19]=[CH:18][C:17]([F:20])=[C:16]([F:21])[CH:15]=3)([O:13][CH2:50][C:49]#[CH:48])[CH2:11][CH2:10][N:9]([C:22]([O:24][C:25]([CH3:28])([CH3:27])[CH3:26])=[O:23])[CH2:8]2)=[O:6])[CH2:3][CH2:2]1. The catalyst class is: 215. (2) Reactant: [CH:1]1([C:4]2[N:9]=[C:8]([OH:10])[C:7]([CH3:11])=[C:6]([OH:12])[N:5]=2)[CH2:3][CH2:2]1.Br[CH2:14][C:15]([O:17][CH3:18])=[O:16].C(=O)([O-])[O-].[K+].[K+].CN(C)C=O. Product: [CH:1]1([C:4]2[N:9]=[C:8]([OH:10])[C:7]([CH3:11])=[C:6]([O:12][CH2:14][C:15]([O:17][CH3:18])=[O:16])[N:5]=2)[CH2:3][CH2:2]1. The catalyst class is: 6. (3) Reactant: O[CH:2]=[C:3]1[C:11]2[C:6](=[CH:7][C:8]([C:12]([C:14]3[CH:19]=[CH:18][C:17]([NH:20][C:21]([C:23]4[S:24][C:25]([C:28](=[O:30])[CH3:29])=[CH:26][CH:27]=4)=[O:22])=[CH:16][CH:15]=3)=[O:13])=[CH:9][CH:10]=2)[NH:5][C:4]1=[O:31].[CH3:32][N:33]1[CH2:38][CH2:37][N:36]([C:39]2[CH:44]=[CH:43][C:42]([NH2:45])=[CH:41][CH:40]=2)[CH2:35][CH2:34]1. Product: [CH3:32][N:33]1[CH2:34][CH2:35][N:36]([C:39]2[CH:44]=[CH:43][C:42]([NH:45][CH:2]=[C:3]3[C:11]4[C:6](=[CH:7][C:8]([C:12]([C:14]5[CH:19]=[CH:18][C:17]([NH:20][C:21]([C:23]6[S:24][C:25]([C:28](=[O:30])[CH3:29])=[CH:26][CH:27]=6)=[O:22])=[CH:16][CH:15]=5)=[O:13])=[CH:9][CH:10]=4)[NH:5][C:4]3=[O:31])=[CH:41][CH:40]=2)[CH2:37][CH2:38]1. The catalyst class is: 1. (4) Reactant: [Si:1]([O:8][C:9]([CH3:31])([CH3:30])[CH2:10][N:11]1[C:19]2[C:14](=[CH:15][C:16]([O:20][C:21]3[CH:28]=[CH:27][C:26]([F:29])=[CH:25][C:22]=3[C:23]#[N:24])=[CH:17][CH:18]=2)[CH:13]=[N:12]1)([C:4]([CH3:7])([CH3:6])[CH3:5])([CH3:3])[CH3:2].[H-].[H-].[H-].[H-].[Li+].[Al+3]. Product: [Si:1]([O:8][C:9]([CH3:31])([CH3:30])[CH2:10][N:11]1[C:19]2[C:14](=[CH:15][C:16]([O:20][C:21]3[CH:28]=[CH:27][C:26]([F:29])=[CH:25][C:22]=3[CH2:23][NH2:24])=[CH:17][CH:18]=2)[CH:13]=[N:12]1)([C:4]([CH3:7])([CH3:5])[CH3:6])([CH3:3])[CH3:2]. The catalyst class is: 1.